From a dataset of NCI-60 drug combinations with 297,098 pairs across 59 cell lines. Regression. Given two drug SMILES strings and cell line genomic features, predict the synergy score measuring deviation from expected non-interaction effect. Cell line: SF-295. Synergy scores: CSS=22.0, Synergy_ZIP=-4.74, Synergy_Bliss=-4.84, Synergy_Loewe=-29.6, Synergy_HSA=-5.29. Drug 2: C1CNP(=O)(OC1)N(CCCl)CCCl. Drug 1: CC1CCC2CC(C(=CC=CC=CC(CC(C(=O)C(C(C(=CC(C(=O)CC(OC(=O)C3CCCCN3C(=O)C(=O)C1(O2)O)C(C)CC4CCC(C(C4)OC)O)C)C)O)OC)C)C)C)OC.